Dataset: Cav3 T-type calcium channel HTS with 100,875 compounds. Task: Binary Classification. Given a drug SMILES string, predict its activity (active/inactive) in a high-throughput screening assay against a specified biological target. (1) The compound is o1c(c(nc1c1c(cccc1)C)CS(=O)CC(=O)NCc1ccc(cc1)C)C. The result is 1 (active). (2) The drug is S(c1n(C2CCCCC2)c(O)c(c(=O)n1)CC)CC(=O)Nc1ccc(cc1)C. The result is 0 (inactive). (3) The compound is s1c(c2nc(sc2)Nc2cc(OC)ccc2)c(nc1NC(=O)c1occc1)C. The result is 0 (inactive). (4) The compound is Clc1cc(NC(=O)C(N2C(=O)C3C4CC(C3C2=O)CC4)Cc2ccccc2)ccc1C. The result is 1 (active). (5) The compound is S=C(NN1CCOCC1)Nc1ccc(OC(F)F)cc1. The result is 0 (inactive). (6) The compound is Brc1c(OCC(=O)N2CCCCC2)c(OC)cc(CNCCCN2CCOCC2)c1. The result is 0 (inactive). (7) The compound is Clc1ccc(N\C(=N\CC)c2cccnc2)cc1. The result is 0 (inactive). (8) The result is 0 (inactive). The compound is S(=O)(=O)(N1CCN(CC1)C(=O)CSCc1occc1C(OCC)=O)c1ccc(cc1)C.